From a dataset of Forward reaction prediction with 1.9M reactions from USPTO patents (1976-2016). Predict the product of the given reaction. Given the reactants [Br:1][C:2]1[C:11]([F:12])=[CH:10][C:5]2[N:6]=[C:7](N)[S:8][C:4]=2[CH:3]=1.C(ON=O)(C)(C)C, predict the reaction product. The product is: [Br:1][C:2]1[C:11]([F:12])=[CH:10][C:5]2[N:6]=[CH:7][S:8][C:4]=2[CH:3]=1.